From a dataset of NCI-60 drug combinations with 297,098 pairs across 59 cell lines. Regression. Given two drug SMILES strings and cell line genomic features, predict the synergy score measuring deviation from expected non-interaction effect. Drug 1: CC1C(C(CC(O1)OC2CC(OC(C2O)C)OC3=CC4=CC5=C(C(=O)C(C(C5)C(C(=O)C(C(C)O)O)OC)OC6CC(C(C(O6)C)O)OC7CC(C(C(O7)C)O)OC8CC(C(C(O8)C)O)(C)O)C(=C4C(=C3C)O)O)O)O. Drug 2: C(CN)CNCCSP(=O)(O)O. Cell line: 786-0. Synergy scores: CSS=3.81, Synergy_ZIP=0.0731, Synergy_Bliss=-0.879, Synergy_Loewe=-53.1, Synergy_HSA=-2.33.